From a dataset of TCR-epitope binding with 47,182 pairs between 192 epitopes and 23,139 TCRs. Binary Classification. Given a T-cell receptor sequence (or CDR3 region) and an epitope sequence, predict whether binding occurs between them. (1) The epitope is ILGLPTQTV. The TCR CDR3 sequence is CSVEGRSGGSYNEQFF. Result: 0 (the TCR does not bind to the epitope). (2) The epitope is VVYRGTTTY. The TCR CDR3 sequence is CASSTSVNTGELFF. Result: 1 (the TCR binds to the epitope).